Dataset: Catalyst prediction with 721,799 reactions and 888 catalyst types from USPTO. Task: Predict which catalyst facilitates the given reaction. Reactant: [N:1]1[CH:6]=[CH:5][CH:4]=[N:3][C:2]=1[C:7]#[C:8][C:9]1[CH:10]=[C:11]2[C:15](=[CH:16][CH:17]=1)[NH:14][N:13]=[CH:12]2. The catalyst class is: 707. Product: [N:3]1[CH:4]=[CH:5][CH:6]=[N:1][C:2]=1[CH2:7][CH2:8][C:9]1[CH:10]=[C:11]2[C:15](=[CH:16][CH:17]=1)[NH:14][N:13]=[CH:12]2.